This data is from Forward reaction prediction with 1.9M reactions from USPTO patents (1976-2016). The task is: Predict the product of the given reaction. The product is: [OH:21][N:20]=[C:2]1[CH:9]2[CH2:10][C:5]3([NH:12][C:13](=[O:19])[O:14][C:15]([CH3:18])([CH3:17])[CH3:16])[CH2:6][CH:7]([CH2:11][CH:3]1[CH2:4]3)[CH2:8]2. Given the reactants O=[C:2]1[CH:9]2[CH2:10][C:5]3([NH:12][C:13](=[O:19])[O:14][C:15]([CH3:18])([CH3:17])[CH3:16])[CH2:6][CH:7]([CH2:11][CH:3]1[CH2:4]3)[CH2:8]2.[NH2:20][OH:21].Cl.[OH-].[Na+], predict the reaction product.